This data is from Forward reaction prediction with 1.9M reactions from USPTO patents (1976-2016). The task is: Predict the product of the given reaction. (1) Given the reactants C(OC(NCC[CH2:11][CH2:12][CH2:13][O:14][C:15]1[C:16]([CH2:26][CH:27]=[CH2:28])=[C:17]2[C:22](=[CH:23][CH:24]=1)[C:21](=[O:25])[CH2:20][CH2:19][CH2:18]2)=O)(C)(C)C.[C:29]([O:33][C:34]([NH:36]CCCO)=[O:35])([CH3:32])([CH3:31])[CH3:30], predict the reaction product. The product is: [C:29]([O:33][C:34]([NH:36][CH2:11][CH2:12][CH2:13][O:14][C:15]1[C:16]([CH2:26][CH:27]=[CH2:28])=[C:17]2[C:22](=[CH:23][CH:24]=1)[C:21](=[O:25])[CH2:20][CH2:19][CH2:18]2)=[O:35])([CH3:32])([CH3:31])[CH3:30]. (2) Given the reactants [I:1][C:2]1[CH:8]=[CH:7][C:5]([NH2:6])=[CH:4][CH:3]=1.C(O[CH:12]=[C:13]([C:19]([O:21][CH2:22][CH3:23])=[O:20])[C:14]([O:16][CH2:17][CH3:18])=[O:15])C, predict the reaction product. The product is: [I:1][C:2]1[CH:8]=[CH:7][C:5]([NH:6][CH:12]=[C:13]([C:14]([O:16][CH2:17][CH3:18])=[O:15])[C:19]([O:21][CH2:22][CH3:23])=[O:20])=[CH:4][CH:3]=1. (3) Given the reactants [C:1]([O:10][CH3:11])(=[O:9])[C:2]1[C:3](=[CH:5][CH:6]=[CH:7][CH:8]=1)[OH:4].N1C=CC=CC=1.[CH2:18]([O:20][C:21](=[O:27])[CH:22]=[CH:23][C:24](Cl)=[O:25])[CH3:19], predict the reaction product. The product is: [CH2:18]([O:20][C:21](/[CH:22]=[CH:23]/[C:24]([O:4][C:3]1[CH:5]=[CH:6][CH:7]=[CH:8][C:2]=1[C:1]([O:10][CH3:11])=[O:9])=[O:25])=[O:27])[CH3:19]. (4) Given the reactants CS(O[CH2:6][CH2:7][C:8]1[S:12][CH:11]=[N:10][C:9]=1[CH3:13])(=O)=O.[C:14]1(=[O:24])[NH:18][C:17](=[O:19])[C:16]2=[CH:20][CH:21]=[CH:22][CH:23]=[C:15]12.[K], predict the reaction product. The product is: [CH3:13][C:9]1[N:10]=[CH:11][S:12][C:8]=1[CH2:7][CH2:6][N:18]1[C:14](=[O:24])[C:15]2[C:16](=[CH:20][CH:21]=[CH:22][CH:23]=2)[C:17]1=[O:19]. (5) Given the reactants [Cl:1][C:2]1[CH:7]=[CH:6][C:5]([C:8]2[N:9]=[C:10]3[CH:15]=[CH:14][C:13](I)=[CH:12][N:11]3[CH:17]=2)=[CH:4][CH:3]=1.[CH:18]([C:20]1[O:24][C:23](B(O)O)=[CH:22][CH:21]=1)=[O:19].C(=O)([O-])[O-].[K+].[K+].C(O)C, predict the reaction product. The product is: [Cl:1][C:2]1[CH:7]=[CH:6][C:5]([C:8]2[N:9]=[C:10]3[CH:15]=[CH:14][C:13]([C:23]4[O:24][C:20]([CH:18]=[O:19])=[CH:21][CH:22]=4)=[CH:12][N:11]3[CH:17]=2)=[CH:4][CH:3]=1. (6) Given the reactants [Cl:1][C:2]1[C:9]([CH3:10])=[C:8]([CH:11]2[C:18](=[O:19])[N:17]3[C@@H:13]([C@@H:14]([O:20][Si](C(C)(C)C)(C)C)[CH2:15][CH2:16]3)[C@@:12]2([OH:32])[C:28]([F:31])([F:30])[F:29])[CH:7]=[CH:6][C:3]=1[C:4]#[N:5].N1C=CC=CC=1, predict the reaction product. The product is: [Cl:1][C:2]1[C:9]([CH3:10])=[C:8]([CH:11]2[C:18](=[O:19])[N:17]3[C@@H:13]([C@@H:14]([OH:20])[CH2:15][CH2:16]3)[C@@:12]2([OH:32])[C:28]([F:29])([F:30])[F:31])[CH:7]=[CH:6][C:3]=1[C:4]#[N:5]. (7) Given the reactants Br[C:2]1[C:3]2[N:4]([CH:9]=[CH:10][N:11]=2)[N:5]=[C:6]([Cl:8])[CH:7]=1.[CH3:12][O:13][C:14]1[CH:27]=[CH:26][C:17]([CH2:18][NH:19][C:20]2[CH:25]=[CH:24][CH:23]=[CH:22][CH:21]=2)=[CH:16][CH:15]=1.[Li+].C[Si]([N-][Si](C)(C)C)(C)C, predict the reaction product. The product is: [Cl:8][C:6]1[CH:7]=[C:2]([N:19]([CH2:18][C:17]2[CH:16]=[CH:15][C:14]([O:13][CH3:12])=[CH:27][CH:26]=2)[C:20]2[CH:25]=[CH:24][CH:23]=[CH:22][CH:21]=2)[C:3]2[N:4]([CH:9]=[CH:10][N:11]=2)[N:5]=1. (8) Given the reactants [Br:1][C:2]1[CH:3]=[N:4][CH:5]=[C:6]([CH:12]=1)[C:7]([O:9]CC)=O.[Li+:13].CC([N-]C(C)C)C.[C:21]([O:25][CH3:26])(=[O:24])[CH:22]=[CH2:23].CC(O)=O, predict the reaction product. The product is: [Br:1][C:2]1[C:12]2[CH2:23][C:22]([C:21]([O:25][CH3:26])=[O:24])=[C:7]([O-:9])[C:6]=2[CH:5]=[N:4][CH:3]=1.[Li+:13]. (9) Given the reactants C[O:2][C:3](=[O:27])[CH:4]([N:12]1[C:17](=[O:18])[C:16]([Cl:19])=[C:15]([O:20][CH2:21][CH:22]2[CH2:26][CH2:25][CH2:24][CH2:23]2)[CH:14]=[N:13]1)[CH2:5][CH:6]([CH2:10][CH3:11])[CH2:7][CH2:8][CH3:9].[OH-].[Na+], predict the reaction product. The product is: [Cl:19][C:16]1[C:17](=[O:18])[N:12]([CH:4]([CH2:5][CH:6]([CH2:10][CH3:11])[CH2:7][CH2:8][CH3:9])[C:3]([OH:27])=[O:2])[N:13]=[CH:14][C:15]=1[O:20][CH2:21][CH:22]1[CH2:23][CH2:24][CH2:25][CH2:26]1.